This data is from Full USPTO retrosynthesis dataset with 1.9M reactions from patents (1976-2016). The task is: Predict the reactants needed to synthesize the given product. (1) Given the product [N:29]1([C:6]2[CH:5]=[CH:4][C:3]([N:9]3[CH:14]=[C:13]([O:15][CH3:16])[C:12](=[O:17])[C:11]([C:18]4[N:22]([C:23]5[CH:28]=[CH:27][CH:26]=[CH:25][CH:24]=5)[N:21]=[CH:20][CH:19]=4)=[N:10]3)=[C:2]([F:1])[CH:7]=2)[CH2:33][CH:32]=[CH:31][CH2:30]1, predict the reactants needed to synthesize it. The reactants are: [F:1][C:2]1[CH:7]=[C:6](I)[CH:5]=[CH:4][C:3]=1[N:9]1[CH:14]=[C:13]([O:15][CH3:16])[C:12](=[O:17])[C:11]([C:18]2[N:22]([C:23]3[CH:28]=[CH:27][CH:26]=[CH:25][CH:24]=3)[N:21]=[CH:20][CH:19]=2)=[N:10]1.[NH:29]1[CH2:33][CH:32]=[CH:31][CH2:30]1.CC1(C)C2C(=C(P(C3C=CC=CC=3)C3C=CC=CC=3)C=CC=2)OC2C(P(C3C=CC=CC=3)C3C=CC=CC=3)=CC=CC1=2.CC([O-])(C)C.[Na+]. (2) Given the product [Cl:12][C:13]1[CH:18]=[CH:17][C:16]([S:19]([NH:9][C:5]2[C:4]([O:10][CH3:11])=[N:3][C:2]([Cl:1])=[C:7]([Cl:8])[N:6]=2)(=[O:21])=[O:20])=[CH:15][CH:14]=1, predict the reactants needed to synthesize it. The reactants are: [Cl:1][C:2]1[N:3]=[C:4]([O:10][CH3:11])[C:5]([NH2:9])=[N:6][C:7]=1[Cl:8].[Cl:12][C:13]1[CH:18]=[CH:17][C:16]([S:19](Cl)(=[O:21])=[O:20])=[CH:15][CH:14]=1. (3) Given the product [NH:36]1[C:34]2[C:33](=[CH:32][C:31]([C:22]3[N:23]=[C:16]([C:9]4[S:10][C:11]([C:12]([F:13])([F:14])[F:15])=[C:7]([C:1]5[CH:2]=[CH:3][CH:4]=[CH:5][CH:6]=5)[CH:8]=4)[O:18][N:21]=3)=[CH:30][CH:35]=2)[CH:42]=[CH:41]1, predict the reactants needed to synthesize it. The reactants are: [C:1]1([C:7]2[CH:8]=[C:9]([C:16]([OH:18])=O)[S:10][C:11]=2[C:12]([F:15])([F:14])[F:13])[CH:6]=[CH:5][CH:4]=[CH:3][CH:2]=1.CC[N:21]=[C:22]=[N:23]CCCN(C)C.[CH:30]1[CH:31]=[CH:32][C:33]2N(O)N=[N:36][C:34]=2[CH:35]=1.O1CCO[CH2:42][CH2:41]1. (4) Given the product [NH2:57][CH2:56][CH2:55][CH2:54][CH2:53][CH2:52][CH2:51][CH2:50][CH2:49][CH2:48][CH2:47][C:46]([NH:45][CH2:44][CH2:43][CH2:42][NH:41][C@@H:40]([C@H:39]([CH:10]1[C@@H:9]([O:8][Si:1]([C:4]([CH3:6])([CH3:7])[CH3:5])([CH3:2])[CH3:3])[C@@H:13]([O:14][Si:15]([C:18]([CH3:19])([CH3:20])[CH3:21])([CH3:17])[CH3:16])[C@H:12]([N:22]2[CH:27]=[CH:26][C:25](=[O:28])[N:24]([CH2:29][C:30]3[CH:31]=[CH:32][C:33]([O:36][CH3:37])=[CH:34][CH:35]=3)[C:23]2=[O:38])[O:11]1)[OH:83])[C:76]([O:78][C:79]([CH3:80])([CH3:81])[CH3:82])=[O:77])=[O:75], predict the reactants needed to synthesize it. The reactants are: [Si:1]([O:8][C@H:9]1[C@@H:13]([O:14][Si:15]([C:18]([CH3:21])([CH3:20])[CH3:19])([CH3:17])[CH3:16])[C@H:12]([N:22]2[CH:27]=[CH:26][C:25](=[O:28])[N:24]([CH2:29][C:30]3[CH:35]=[CH:34][C:33]([O:36][CH3:37])=[CH:32][CH:31]=3)[C:23]2=[O:38])[O:11][CH:10]1[C@H:39]([OH:83])[C@@H:40]([C:76]([O:78][C:79]([CH3:82])([CH3:81])[CH3:80])=[O:77])[NH:41][CH2:42][CH2:43][CH2:44][NH:45][C:46](=[O:75])[CH2:47][CH2:48][CH2:49][CH:50](C1C2C=CC=CC=2C2C1=CC=CC=2)[CH2:51][CH2:52][CH2:53][CH2:54][CH2:55][CH2:56][NH:57]C(=O)OC)([C:4]([CH3:7])([CH3:6])[CH3:5])([CH3:3])[CH3:2].